From a dataset of Full USPTO retrosynthesis dataset with 1.9M reactions from patents (1976-2016). Predict the reactants needed to synthesize the given product. (1) The reactants are: Cl[C:2]1[C:3]2[N:11]=[N:10][N:9]([CH2:12][C:13]3[CH:18]=[CH:17][CH:16]=[C:15]([C:19]4([OH:23])[CH2:22][CH2:21][CH2:20]4)[N:14]=3)[C:4]=2[N:5]=[C:6]([NH2:8])[N:7]=1.[CH3:24][C:25]1[N:26]=[CH:27][S:28][CH:29]=1. Given the product [CH3:24][C:25]1[N:26]=[C:27]([C:2]2[C:3]3[N:11]=[N:10][N:9]([CH2:12][C:13]4[CH:18]=[CH:17][CH:16]=[C:15]([C:19]5([OH:23])[CH2:22][CH2:21][CH2:20]5)[N:14]=4)[C:4]=3[N:5]=[C:6]([NH2:8])[N:7]=2)[S:28][CH:29]=1, predict the reactants needed to synthesize it. (2) Given the product [CH3:1][C:2]1[N:7]=[C:6]([C:8]([OH:14])=[O:17])[CH:5]=[C:4]([N+:10]([O-:12])=[O:11])[CH:3]=1, predict the reactants needed to synthesize it. The reactants are: [CH3:1][C:2]1[N:7]=[C:6]([C:8]#N)[CH:5]=[C:4]([N+:10]([O-:12])=[O:11])[CH:3]=1.N([O-])=[O:14].[Na+].[OH2:17]. (3) Given the product [CH2:1]([C:8]1[O:12][C:11]([C:13]2[CH:18]=[C:17]([F:19])[CH:16]=[CH:15][C:14]=2[F:20])=[N:10][C:9]=1[C@H:21]([N:26]([CH2:32][C@H:33]1[C@@H:37]([F:38])[CH2:36][NH:35][CH2:34]1)[C:27](=[O:31])[C@@H:28]([OH:30])[CH3:29])[C:22]([CH3:25])([CH3:23])[CH3:24])[C:2]1[CH:7]=[CH:6][CH:5]=[CH:4][CH:3]=1, predict the reactants needed to synthesize it. The reactants are: [CH2:1]([C:8]1[O:12][C:11]([C:13]2[CH:18]=[C:17]([F:19])[CH:16]=[CH:15][C:14]=2[F:20])=[N:10][C:9]=1[C@H:21]([N:26]([CH2:32][C@H:33]1[C@@H:37]([F:38])[CH2:36][N:35](C(OCC2C=CC=CC=2)=O)[CH2:34]1)[C:27](=[O:31])[C@@H:28]([OH:30])[CH3:29])[C:22]([CH3:25])([CH3:24])[CH3:23])[C:2]1[CH:7]=[CH:6][CH:5]=[CH:4][CH:3]=1. (4) Given the product [C:1]([C:3]1[CH:8]=[CH:7][C:6]([S:9]([N:21]([CH2:20][C:19]2[CH:18]=[CH:17][C:16]([O:15][CH2:13][CH3:14])=[CH:29][CH:28]=2)[CH2:22][C:23]2[O:24][CH:25]=[CH:26][CH:27]=2)(=[O:11])=[O:10])=[CH:5][CH:4]=1)#[N:2], predict the reactants needed to synthesize it. The reactants are: [C:1]([C:3]1[CH:8]=[CH:7][C:6]([S:9](Cl)(=[O:11])=[O:10])=[CH:5][CH:4]=1)#[N:2].[CH2:13]([O:15][C:16]1[CH:29]=[CH:28][C:19]([CH2:20][NH:21][CH2:22][C:23]2[O:24][CH:25]=[CH:26][CH:27]=2)=[CH:18][CH:17]=1)[CH3:14].C(N(CC)CC)C. (5) Given the product [CH3:20][S:21]([O:1][CH2:2][C:3]1[C:12]2[C:7](=[CH:8][CH:9]=[CH:10][CH:11]=2)[CH:6]=[CH:5][C:4]=1[C:13]#[C:14][C:15]1([OH:19])[CH2:18][O:17][CH2:16]1)(=[O:23])=[O:22], predict the reactants needed to synthesize it. The reactants are: [OH:1][CH2:2][C:3]1[C:12]2[C:7](=[CH:8][CH:9]=[CH:10][CH:11]=2)[CH:6]=[CH:5][C:4]=1[C:13]#[C:14][C:15]1([OH:19])[CH2:18][O:17][CH2:16]1.[CH3:20][S:21](Cl)(=[O:23])=[O:22]. (6) Given the product [F:25][C:19]1[CH:20]=[C:21]([NH:24][C:61](=[O:67])[C:62]([O:64][CH2:65][CH3:66])=[O:63])[CH:22]=[CH:23][C:18]=1[O:17][C:14]1[CH:13]=[CH:12][N:11]=[C:10]2[CH:9]=[C:8]([C:6]3[N:5]=[CH:4][N:3]([CH2:1][CH3:2])[CH:7]=3)[S:16][C:15]=12, predict the reactants needed to synthesize it. The reactants are: [CH2:1]([N:3]1[CH:7]=[C:6]([C:8]2[S:16][C:15]3[C:10](=[N:11][CH:12]=[CH:13][C:14]=3[O:17][C:18]3[CH:23]=[CH:22][C:21]([NH2:24])=[CH:20][C:19]=3[F:25])[CH:9]=2)[N:5]=[CH:4]1)[CH3:2].FC1C=C(N[C:61](=[O:67])[C:62]([O:64][CH2:65][CH3:66])=[O:63])C=CC=1OC1C=CN=C2C=C(C3C=CC(OCCN4CCOCC4)=C(OC)C=3)SC=12. (7) Given the product [C:2]1([C:22]2[CH:27]=[CH:26][CH:25]=[CH:24][CH:23]=2)[CH:7]=[CH:6][CH:5]=[C:4]([C:8]2[NH:9][C:10]3[N:11]([N:17]=[CH:18][C:19]=3[C:20]#[N:21])[C:12](=[O:16])[C:13]=2[CH2:14][CH3:15])[CH:3]=1, predict the reactants needed to synthesize it. The reactants are: Br[C:2]1[CH:3]=[C:4]([C:8]2[NH:9][C:10]3[N:11]([N:17]=[CH:18][C:19]=3[C:20]#[N:21])[C:12](=[O:16])[C:13]=2[CH2:14][CH3:15])[CH:5]=[CH:6][CH:7]=1.[C:22]1(B(O)O)[CH:27]=[CH:26][CH:25]=[CH:24][CH:23]=1.C(=O)([O-])[O-].[Na+].[Na+].Cl.